From a dataset of hERG potassium channel inhibition data for cardiac toxicity prediction from Karim et al.. Regression/Classification. Given a drug SMILES string, predict its toxicity properties. Task type varies by dataset: regression for continuous values (e.g., LD50, hERG inhibition percentage) or binary classification for toxic/non-toxic outcomes (e.g., AMES mutagenicity, cardiotoxicity, hepatotoxicity). Dataset: herg_karim. (1) The molecule is Cc1noc(/C(=C/c2cccc(-c3cc(C(C)(C)S(C)(=O)=O)cc4cccnc34)c2)c2ccc(S(C)(=O)=O)cc2)n1. The result is 0 (non-blocker). (2) The molecule is COCc1cnc(N2CCC([C@H]3C[C@H]3COCc3ccc(S(C)(=O)=O)cc3F)CC2)nc1. The result is 0 (non-blocker).